This data is from Full USPTO retrosynthesis dataset with 1.9M reactions from patents (1976-2016). The task is: Predict the reactants needed to synthesize the given product. (1) Given the product [CH:33]1([CH2:39][NH:40][C:26](=[O:28])[C:25]2[CH:29]=[CH:30][C:22]([NH:21][C:19]3[N:18]=[CH:17][C:8]4[N:9]([CH3:16])[C:10](=[O:15])[C:11]([F:14])([F:13])[CH2:12][N:6]([CH:1]5[CH2:5][CH2:4][CH2:3][CH2:2]5)[C:7]=4[N:20]=3)=[C:23]([O:31][CH3:32])[CH:24]=2)[CH2:38][CH2:37][CH2:36][CH2:35][CH2:34]1, predict the reactants needed to synthesize it. The reactants are: [CH:1]1([N:6]2[CH2:12][C:11]([F:14])([F:13])[C:10](=[O:15])[N:9]([CH3:16])[C:8]3[CH:17]=[N:18][C:19]([NH:21][C:22]4[CH:30]=[CH:29][C:25]([C:26]([OH:28])=O)=[CH:24][C:23]=4[O:31][CH3:32])=[N:20][C:7]2=3)[CH2:5][CH2:4][CH2:3][CH2:2]1.[CH:33]1([CH2:39][NH2:40])[CH2:38][CH2:37][CH2:36][CH2:35][CH2:34]1.F[P-](F)(F)(F)(F)F.CN(C(N(C)C)=[N+]1C2C(=NC=CC=2)[N+]([O-])=N1)C.C(N(C(C)C)CC)(C)C. (2) The reactants are: [Cl:1][C:2]1[CH:3]=[CH:4][C:5]([C:25]#[N:26])=[C:6]([C:8]2[C:13]([O:14][CH3:15])=[CH:12][N:11]([CH2:16][C:17]([O:19][C:20]([CH3:23])([CH3:22])[CH3:21])=[O:18])[C:10](=[O:24])[CH:9]=2)[CH:7]=1.FC(F)(F)S(O[CH2:33][C:34]1([CH3:40])[CH2:39][CH2:38][O:37][CH2:36][CH2:35]1)(=O)=O. Given the product [Cl:1][C:2]1[CH:3]=[CH:4][C:5]([C:25]#[N:26])=[C:6]([C:8]2[C:13]([O:14][CH3:15])=[CH:12][N:11]([CH:16]([CH2:33][C:34]3([CH3:40])[CH2:39][CH2:38][O:37][CH2:36][CH2:35]3)[C:17]([O:19][C:20]([CH3:21])([CH3:22])[CH3:23])=[O:18])[C:10](=[O:24])[CH:9]=2)[CH:7]=1, predict the reactants needed to synthesize it.